This data is from Forward reaction prediction with 1.9M reactions from USPTO patents (1976-2016). The task is: Predict the product of the given reaction. (1) Given the reactants Br[C:2]1[CH:7]=[CH:6][C:5]([C@H:8]([NH:13][C@@H:14]([CH2:17][CH2:18][C:19]([F:22])([F:21])[F:20])[CH2:15][OH:16])[C:9]([F:12])([F:11])[F:10])=[CH:4][CH:3]=1.[CH3:23][S:24]([C:27]1[CH:32]=[CH:31][C:30](B2OC(C)(C)C(C)(C)O2)=[CH:29][CH:28]=1)(=[O:26])=[O:25].CN(C=O)C, predict the reaction product. The product is: [F:20][C:19]([F:22])([F:21])[CH2:18][CH2:17][C@H:14]([NH:13][C@@H:8]([C:5]1[CH:6]=[CH:7][C:2]([C:30]2[CH:31]=[CH:32][C:27]([S:24]([CH3:23])(=[O:26])=[O:25])=[CH:28][CH:29]=2)=[CH:3][CH:4]=1)[C:9]([F:12])([F:11])[F:10])[CH2:15][OH:16]. (2) Given the reactants [OH:1][C:2]1[C:11](=[O:12])[C:10]2[C:5](=[C:6]([CH2:13][CH:14]=[CH:15][CH2:16][CH2:17][CH2:18][CH2:19][CH2:20][CH3:21])[CH:7]=[CH:8][CH:9]=2)[O:4][C:3]=1[C:22]1[CH:27]=[C:26]([O:28][CH3:29])[C:25]([O:30][CH3:31])=[CH:24][C:23]=1[O:32][CH3:33], predict the reaction product. The product is: [OH:1][C:2]1[C:11](=[O:12])[C:10]2[C:5](=[C:6]([CH2:13][CH2:14][CH2:15][CH2:16][CH2:17][CH2:18][CH2:19][CH2:20][CH3:21])[CH:7]=[CH:8][CH:9]=2)[O:4][C:3]=1[C:22]1[CH:27]=[C:26]([O:28][CH3:29])[C:25]([O:30][CH3:31])=[CH:24][C:23]=1[O:32][CH3:33]. (3) Given the reactants Br[C:2]([CH3:6])([CH3:5])[CH:3]=[O:4].[O:7]1[CH2:10][CH:9]([N:11]2[CH2:16][CH2:15][NH:14][CH2:13][CH2:12]2)[CH2:8]1.CCN(C(C)C)C(C)C, predict the reaction product. The product is: [CH3:5][C:2]([N:14]1[CH2:15][CH2:16][N:11]([CH:9]2[CH2:10][O:7][CH2:8]2)[CH2:12][CH2:13]1)([CH3:6])[CH:3]=[O:4].